This data is from Forward reaction prediction with 1.9M reactions from USPTO patents (1976-2016). The task is: Predict the product of the given reaction. (1) Given the reactants [Br:1][C:2]1[CH:3]=[C:4]([C:7]([CH:9]2[CH2:11][CH2:10]2)=O)[S:5][CH:6]=1.[OH-].[K+].O.NN.Cl, predict the reaction product. The product is: [Br:1][C:2]1[CH:3]=[C:4]([CH2:7][CH:9]2[CH2:11][CH2:10]2)[S:5][CH:6]=1. (2) Given the reactants [CH2:1]([C:3]1[C:7]([C:8]2[CH:13]=[CH:12][CH:11]=[CH:10][N:9]=2)=[C:6]([NH2:14])[NH:5][N:4]=1)[CH3:2].[CH3:15][O:16][CH2:17][N:18]1[C:26]2[C:21](=[CH:22][C:23]([C:27](=O)[CH2:28][C:29](OCC)=[O:30])=[CH:24][CH:25]=2)[CH:20]=[N:19]1, predict the reaction product. The product is: [CH2:1]([C:3]1[C:7]([C:8]2[CH:13]=[CH:12][CH:11]=[CH:10][N:9]=2)=[C:6]2[NH:14][C:27]([C:23]3[CH:22]=[C:21]4[C:26](=[CH:25][CH:24]=3)[N:18]([CH2:17][O:16][CH3:15])[N:19]=[CH:20]4)=[CH:28][C:29](=[O:30])[N:5]2[N:4]=1)[CH3:2]. (3) Given the reactants Cl[C:2]1[CH:10]=[CH:9][C:5]([C:6]([OH:8])=[O:7])=[CH:4][C:3]=1[N+:11]([O-:13])=[O:12].[CH3:14][NH2:15], predict the reaction product. The product is: [CH3:14][NH:15][C:2]1[CH:10]=[CH:9][C:5]([C:6]([OH:8])=[O:7])=[CH:4][C:3]=1[N+:11]([O-:13])=[O:12]. (4) Given the reactants [CH2:1]([O:4][N:5]=[C:6]1[CH2:10][N:9]([C:11]([O:13]C(C)(C)C)=O)[C@H:8]([C:18]([OH:20])=O)[CH2:7]1)[CH:2]=[CH2:3].[CH2:21]([O:23][C:24]1[CH:33]=[CH:32][C:31]2[C:26](=[CH:27][CH:28]=[CH:29][CH:30]=2)[C:25]=1C(Cl)=O)[CH3:22].[CH2:37]([N:39]1[C:51]2[CH:50]=[CH:49][C:48]([NH2:52])=[CH:47][C:46]=2[C:45]2[C:40]1=[CH:41][CH:42]=[CH:43][CH:44]=2)[CH3:38], predict the reaction product. The product is: [CH2:1]([O:4][N:5]=[C:6]1[CH2:10][N:9]([C:11]([C:25]2[C:26]3[C:31](=[CH:30][CH:29]=[CH:28][CH:27]=3)[CH:32]=[CH:33][C:24]=2[O:23][CH2:21][CH3:22])=[O:13])[C@H:8]([C:18]([NH:52][C:48]2[CH:49]=[CH:50][C:51]3[N:39]([CH2:37][CH3:38])[C:40]4[C:45]([C:46]=3[CH:47]=2)=[CH:44][CH:43]=[CH:42][CH:41]=4)=[O:20])[CH2:7]1)[CH:2]=[CH2:3]. (5) Given the reactants [CH:1]1[C:13]2[CH:12]([CH2:14][CH2:15][CH2:16][CH2:17][CH:18]3[C:30]4[CH:29]=[CH:28][CH:27]=[CH:26][C:25]=4[C:24]4[C:19]3=[CH:20][CH:21]=[CH:22][CH:23]=4)[C:11]3[C:6](=[CH:7][CH:8]=[CH:9][CH:10]=3)[C:5]=2[CH:4]=[CH:3][CH:2]=1.CN(C)[CH:33]=[O:34], predict the reaction product. The product is: [CH:10]1[C:11]2[CH:12]([CH2:14][CH2:15][CH2:16][CH2:17][CH:18]3[C:30]4[CH:29]=[CH:28][CH:27]=[CH:26][C:25]=4[C:24]4[C:19]3=[CH:20][CH:21]=[CH:22][CH:23]=4)[C:13]3[C:5](=[CH:4][CH:3]=[CH:2][CH:1]=3)[C:6]=2[CH:7]=[CH:8][CH:9]=1.[CH2:33]=[O:34]. (6) The product is: [C:1]([O:4][C@@H:5]1[C@@H:13]([C@@:14]2([CH3:41])[CH2:19][CH2:18][C@H:17]([O:20][Si:21]([C:34]([CH3:35])([CH3:36])[CH3:37])([C:28]3[CH:29]=[CH:30][CH:31]=[CH:32][CH:33]=3)[C:22]3[CH:23]=[CH:24][CH:25]=[CH:26][CH:27]=3)[CH2:16][C@@H:15]2[CH2:38][CH2:39][O:40][S:45]([CH3:44])(=[O:47])=[O:46])[CH2:12][CH2:11][C@@:10]2([CH3:42])[C@H:6]1[CH2:7][CH2:8][C:9]2=[CH2:43])(=[O:3])[CH3:2]. Given the reactants [C:1]([O:4][C@@H:5]1[C@@H:13]([C@@:14]2([CH3:41])[CH2:19][CH2:18][C@H:17]([O:20][Si:21]([C:34]([CH3:37])([CH3:36])[CH3:35])([C:28]3[CH:33]=[CH:32][CH:31]=[CH:30][CH:29]=3)[C:22]3[CH:27]=[CH:26][CH:25]=[CH:24][CH:23]=3)[CH2:16][C@@H:15]2[CH2:38][CH2:39][OH:40])[CH2:12][CH2:11][C@@:10]2([CH3:42])[C@H:6]1[CH2:7][CH2:8][C:9]2=[CH2:43])(=[O:3])[CH3:2].[CH3:44][S:45](Cl)(=[O:47])=[O:46], predict the reaction product. (7) The product is: [ClH:1].[NH2:8][CH2:9][CH2:10][CH2:11][N:12]1[CH:17]=[CH:16][CH:15]=[C:14]([C:18]([F:19])([F:20])[F:21])[C:13]1=[O:22]. Given the reactants [ClH:1].C(OC(=O)[NH:8][CH2:9][CH2:10][CH2:11][N:12]1[CH:17]=[CH:16][CH:15]=[C:14]([C:18]([F:21])([F:20])[F:19])[C:13]1=[O:22])(C)(C)C, predict the reaction product.